From a dataset of Peptide-MHC class I binding affinity with 185,985 pairs from IEDB/IMGT. Regression. Given a peptide amino acid sequence and an MHC pseudo amino acid sequence, predict their binding affinity value. This is MHC class I binding data. The peptide sequence is FLHGGDFGV. The MHC is HLA-A02:06 with pseudo-sequence HLA-A02:06. The binding affinity (normalized) is 1.00.